From a dataset of Peptide-MHC class II binding affinity with 134,281 pairs from IEDB. Regression. Given a peptide amino acid sequence and an MHC pseudo amino acid sequence, predict their binding affinity value. This is MHC class II binding data. (1) The peptide sequence is AFKDAATAANAAPAN. The MHC is HLA-DPA10103-DPB10301 with pseudo-sequence HLA-DPA10103-DPB10301. The binding affinity (normalized) is 0.249. (2) The peptide sequence is LALGNQEGSLKTALT. The MHC is DRB1_1302 with pseudo-sequence DRB1_1302. The binding affinity (normalized) is 0. (3) The peptide sequence is FQEFMIVPSGAPSFT. The MHC is DRB4_0101 with pseudo-sequence DRB4_0103. The binding affinity (normalized) is 0.643. (4) The peptide sequence is LPPIVAKEIVASCDKC. The MHC is H-2-IAb with pseudo-sequence H-2-IAb. The binding affinity (normalized) is 0.0492. (5) The peptide sequence is NSADTISSYFVGKMYFNL. The MHC is DRB5_0101 with pseudo-sequence DRB5_0101. The binding affinity (normalized) is 0. (6) The peptide sequence is ESARIYQILAIYSTVASTLV. The MHC is DRB1_1101 with pseudo-sequence DRB1_1101. The binding affinity (normalized) is 0.392. (7) The peptide sequence is MKYLAAFLLLGLAGN. The MHC is DRB1_1101 with pseudo-sequence DRB1_1101. The binding affinity (normalized) is 0.272.